Dataset: Full USPTO retrosynthesis dataset with 1.9M reactions from patents (1976-2016). Task: Predict the reactants needed to synthesize the given product. (1) Given the product [C:37]([N:23]1[CH2:22][CH2:21][CH:20]([CH2:19][NH:18][C:5]2[CH:4]=[CH:3][C:2]([Cl:1])=[CH:17][C:6]=2[C:7]([NH:9][C:10]2[CH:15]=[CH:14][C:13]([Cl:16])=[CH:12][N:11]=2)=[O:8])[CH2:25][CH2:24]1)(=[O:41])[CH2:38][CH2:39][CH3:40], predict the reactants needed to synthesize it. The reactants are: [Cl:1][C:2]1[CH:3]=[CH:4][C:5]([NH:18][CH2:19][CH:20]2[CH2:25][CH2:24][NH:23][CH2:22][CH2:21]2)=[C:6]([CH:17]=1)[C:7]([NH:9][C:10]1[CH:15]=[CH:14][C:13]([Cl:16])=[CH:12][N:11]=1)=[O:8].C1CCNCC1.CC=C(C)C.[C:37](Cl)(=[O:41])[CH2:38][CH2:39][CH3:40]. (2) The reactants are: [Br:1][C:2]1[CH:7]=[CH:6][C:5]([C:8]2[O:12][N:11]=[C:10]([CH3:13])[C:9]=2C(O)=O)=[CH:4][CH:3]=1.C([N:19]([CH2:22]C)CC)C.C1(P(N=[N+]=[N-])(C2C=CC=CC=2)=[O:31])C=CC=CC=1.[F:41][C:42]1[CH:50]=[CH:49][CH:48]=[CH:47][C:43]=1[CH:44]([OH:46])[CH3:45]. Given the product [F:41][C:42]1[CH:50]=[CH:49][CH:48]=[CH:47][C:43]=1[CH:44]([O:46][C:22](=[O:31])[NH:19][C:9]1[C:10]([CH3:13])=[N:11][O:12][C:8]=1[C:5]1[CH:4]=[CH:3][C:2]([Br:1])=[CH:7][CH:6]=1)[CH3:45], predict the reactants needed to synthesize it. (3) Given the product [CH2:1]([O:3][C:4]1[C:8]([CH2:9][CH2:10][CH2:11][CH2:12][O:13][C:14]2[CH:19]=[CH:18][CH:17]=[CH:16][C:15]=2[CH2:20][C:21]([OH:23])=[O:22])=[CH:7][N:6]([C:26]2[CH:31]=[CH:30][C:29]([C:32]([F:35])([F:34])[F:33])=[CH:28][N:27]=2)[N:5]=1)[CH3:2], predict the reactants needed to synthesize it. The reactants are: [CH2:1]([O:3][C:4]1[C:8]([CH2:9][CH2:10][CH2:11][CH2:12][O:13][C:14]2[CH:19]=[CH:18][CH:17]=[CH:16][C:15]=2[CH2:20][C:21]([O:23]C)=[O:22])=[CH:7][NH:6][N:5]=1)[CH3:2].Cl[C:26]1[CH:31]=[CH:30][C:29]([C:32]([F:35])([F:34])[F:33])=[CH:28][N:27]=1.[H-].[Na+].Cl. (4) The reactants are: [N:1]1([CH2:6][C:7]2[O:8][C:9]3[CH:15]=[CH:14][C:13]([NH2:16])=[CH:12][C:10]=3[N:11]=2)[CH2:5][CH2:4][CH2:3][CH2:2]1.[Cl:17][C:18]1[CH:23]=[C:22]([C:24]([F:27])([F:26])[F:25])[CH:21]=[CH:20][C:19]=1[C:28]#[C:29][C:30](O)=[O:31]. Given the product [N:1]1([CH2:6][C:7]2[O:8][C:9]3[CH:15]=[CH:14][C:13]([NH:16][C:30](=[O:31])[C:29]#[C:28][C:19]4[CH:20]=[CH:21][C:22]([C:24]([F:26])([F:25])[F:27])=[CH:23][C:18]=4[Cl:17])=[CH:12][C:10]=3[N:11]=2)[CH2:5][CH2:4][CH2:3][CH2:2]1, predict the reactants needed to synthesize it. (5) Given the product [CH3:17][C:18]1([CH3:34])[C:22]([CH3:24])([CH3:23])[O:21][B:20]([C:2]2[CH:7]=[CH:6][C:5]([S:8]([N:11]3[CH2:16][CH2:15][O:14][CH2:13][CH2:12]3)(=[O:10])=[O:9])=[CH:4][CH:3]=2)[O:19]1, predict the reactants needed to synthesize it. The reactants are: Br[C:2]1[CH:7]=[CH:6][C:5]([S:8]([N:11]2[CH2:16][CH2:15][O:14][CH2:13][CH2:12]2)(=[O:10])=[O:9])=[CH:4][CH:3]=1.[CH3:17][C:18]1([CH3:34])[C:22]([CH3:24])([CH3:23])[O:21][B:20]([B:20]2[O:21][C:22]([CH3:24])([CH3:23])[C:18]([CH3:34])([CH3:17])[O:19]2)[O:19]1.C([O-])(=O)C.[K+]. (6) The reactants are: P(Br)(Br)[Br:2].[CH2:5]([O:7][C:8](=[O:13])[C:9]([CH2:11]O)=[CH2:10])[CH3:6].O. Given the product [CH2:5]([O:7][C:8](=[O:13])[C:9]([CH2:11][Br:2])=[CH2:10])[CH3:6], predict the reactants needed to synthesize it. (7) Given the product [CH:31]1([CH:37]2[C:46]3[C:41](=[CH:42][CH:43]=[CH:44][CH:45]=3)[CH2:40][CH2:39][N:38]2[C:17]([C@@H:16]2[CH2:20][CH2:21][CH2:22][N:15]2[C:13]([O:12][C:8]([CH3:9])([CH3:10])[CH3:11])=[O:14])=[O:19])[CH2:32][CH2:33][CH2:34][CH2:35][CH2:36]1, predict the reactants needed to synthesize it. The reactants are: CN1CCOCC1.[C:8]([O:12][C:13]([N:15]1[CH2:22][CH2:21][CH2:20][C@H:16]1[C:17]([OH:19])=O)=[O:14])([CH3:11])([CH3:10])[CH3:9].C(Cl)(=O)C(C)(C)C.Cl.[CH:31]1([CH:37]2[C:46]3[C:41](=[CH:42][CH:43]=[CH:44][CH:45]=3)[CH2:40][CH2:39][NH:38]2)[CH2:36][CH2:35][CH2:34][CH2:33][CH2:32]1.Cl. (8) Given the product [CH2:39]([N:36]1[CH2:37][CH2:38][CH:33]([NH:32][C:21](=[O:22])[C:20]2[CH:24]=[CH:25][CH:26]=[C:18]([C:16]3[CH:15]=[N:14][C:10]4[NH:11][CH2:12][CH2:13][N:8]([CH2:7][C:6]5[CH:27]=[C:2]([Cl:1])[CH:3]=[CH:4][C:5]=5[C:28]([F:31])([F:30])[F:29])[C:9]=4[CH:17]=3)[CH:19]=2)[CH2:34][CH2:35]1)[C:40]1[CH:41]=[CH:42][CH:43]=[CH:44][CH:45]=1, predict the reactants needed to synthesize it. The reactants are: [Cl:1][C:2]1[CH:3]=[CH:4][C:5]([C:28]([F:31])([F:30])[F:29])=[C:6]([CH:27]=1)[CH2:7][N:8]1[CH2:13][CH2:12][NH:11][C:10]2[N:14]=[CH:15][C:16]([C:18]3[CH:19]=[C:20]([CH:24]=[CH:25][CH:26]=3)[C:21](O)=[O:22])=[CH:17][C:9]1=2.[NH2:32][CH:33]1[CH2:38][CH2:37][N:36]([CH2:39][C:40]2[CH:45]=[CH:44][CH:43]=[CH:42][CH:41]=2)[CH2:35][CH2:34]1. (9) Given the product [CH:30]1([CH2:29][O:28][C:22]2[CH:23]=[CH:24][C:25]([F:27])=[CH:26][C:21]=2[C:20]2[CH:19]=[CH:18][N:17]=[C:16]3[C:12]([C:10]([NH:9][C@H:6]4[CH2:7][CH2:8][C@H:3]([NH:2][C:34](=[O:37])[CH2:35][CH3:36])[CH2:4][CH2:5]4)=[O:11])=[C:13]([CH3:33])[NH:14][C:15]=23)[CH2:31][CH2:32]1, predict the reactants needed to synthesize it. The reactants are: Cl.[NH2:2][C@H:3]1[CH2:8][CH2:7][C@H:6]([NH:9][C:10]([C:12]2[C:16]3=[N:17][CH:18]=[CH:19][C:20]([C:21]4[CH:26]=[C:25]([F:27])[CH:24]=[CH:23][C:22]=4[O:28][CH2:29][CH:30]4[CH2:32][CH2:31]4)=[C:15]3[NH:14][C:13]=2[CH3:33])=[O:11])[CH2:5][CH2:4]1.[C:34](Cl)(=[O:37])[CH2:35][CH3:36]. (10) The reactants are: [F:1][C:2]1[CH:10]=[C:9]([F:11])[C:8]([S:12]([OH:15])(=[O:14])=[O:13])=[CH:7][C:3]=1[C:4]([OH:6])=O.[F:16][C:17]1[CH:18]=[C:19]([C:23]2([CH2:29][CH2:30][N:31]3[CH:36]4[CH2:37][CH2:38][CH:32]3[CH2:33][CH:34]([N:39]3[C:43]5[CH:44]=[CH:45][CH:46]=[CH:47][C:42]=5[N:41]=[C:40]3[CH3:48])[CH2:35]4)[CH2:28][CH2:27][NH:26][CH2:25][CH2:24]2)[CH:20]=[CH:21][CH:22]=1.CCN(C(C)C)C(C)C.CN(C(ON1N=NC2C=CC=NC1=2)=[N+](C)C)C.F[P-](F)(F)(F)(F)F.ClC1C(C(N2CCC(C3C=CC=C(F)C=3)(CCN3C4CCC3CC(N3C5C=CC=CC=5N=C3C)C4)CC2)=O)=C(Cl)C=CC=1S(NC)(=O)=O. Given the product [F:11][C:9]1[CH:10]=[C:2]([F:1])[C:3]([C:4]([N:26]2[CH2:25][CH2:24][C:23]([C:19]3[CH:20]=[CH:21][CH:22]=[C:17]([F:16])[CH:18]=3)([CH2:29][CH2:30][N:31]3[CH:32]4[CH2:38][CH2:37][CH:36]3[CH2:35][CH:34]([N:39]3[C:43]5[CH:44]=[CH:45][CH:46]=[CH:47][C:42]=5[N:41]=[C:40]3[CH3:48])[CH2:33]4)[CH2:28][CH2:27]2)=[O:6])=[CH:7][C:8]=1[S:12]([OH:15])(=[O:14])=[O:13], predict the reactants needed to synthesize it.